Dataset: Full USPTO retrosynthesis dataset with 1.9M reactions from patents (1976-2016). Task: Predict the reactants needed to synthesize the given product. (1) Given the product [F:20][C:21]1[CH:29]=[CH:28][CH:27]=[C:26]([CH2:25][OH:30])[C:22]=1[CH2:23][OH:24], predict the reactants needed to synthesize it. The reactants are: COCCO[AlH2-]OCCOC.[Na+].C1(C)C=CC=CC=1.[F:20][C:21]1[CH:29]=[CH:28][CH:27]=[C:26]2[C:22]=1[C:23](=O)[O:24][C:25]2=[O:30].[OH-].[Na+]. (2) Given the product [F:14][C:2]([F:1])([CH3:13])[CH2:3][CH2:4][CH2:5][CH2:6][N:7]1[CH:11]=[CH:10][C:9]([NH:12][C:26]([C:22]2[N:23]=[CH:24][O:25][C:21]=2[C:15]2[CH:16]=[CH:17][CH:18]=[CH:19][CH:20]=2)=[O:27])=[N:8]1, predict the reactants needed to synthesize it. The reactants are: [F:1][C:2]([F:14])([CH3:13])[CH2:3][CH2:4][CH2:5][CH2:6][N:7]1[CH:11]=[CH:10][C:9]([NH2:12])=[N:8]1.[C:15]1([C:21]2[O:25][CH:24]=[N:23][C:22]=2[C:26](O)=[O:27])[CH:20]=[CH:19][CH:18]=[CH:17][CH:16]=1. (3) The reactants are: [OH:1][C:2]([C@H:5]1[CH2:9][O:8]C(C)(C)[N:6]1C(OC(C)(C)C)=O)([CH3:4])[CH3:3].[ClH:19]. Given the product [ClH:19].[NH2:6][C@@H:5]([C:2]([CH3:4])([OH:1])[CH3:3])[CH2:9][OH:8], predict the reactants needed to synthesize it. (4) Given the product [CH3:27][C:28]1[N:29]=[C:30]([S:33]([NH:4][C:5]2[CH:13]=[C:12]3[C:8]([CH2:9][CH2:10][CH2:11]3)=[CH:7][C:6]=2[O:14][CH2:15][C:16]2[N:17]=[CH:18][C:19]([C:22]([O:24][CH2:25][CH3:26])=[O:23])=[N:20][CH:21]=2)(=[O:35])=[O:34])[S:31][CH:32]=1, predict the reactants needed to synthesize it. The reactants are: Cl.Cl.Cl.[NH2:4][C:5]1[CH:13]=[C:12]2[C:8]([CH2:9][CH2:10][CH2:11]2)=[CH:7][C:6]=1[O:14][CH2:15][C:16]1[N:17]=[CH:18][C:19]([C:22]([O:24][CH2:25][CH3:26])=[O:23])=[N:20][CH:21]=1.[CH3:27][C:28]1[N:29]=[C:30]([S:33](Cl)(=[O:35])=[O:34])[S:31][CH:32]=1.COC(C)(C)C.